From a dataset of Full USPTO retrosynthesis dataset with 1.9M reactions from patents (1976-2016). Predict the reactants needed to synthesize the given product. Given the product [OH:33][N:32]=[C:29]([NH:31][C:7]([C:4]1[C:3]([C:10]([O:12][C:13]([CH3:16])([CH3:15])[CH3:14])=[O:11])=[C:2]([CH3:1])[O:6][N:5]=1)=[O:9])[CH3:30], predict the reactants needed to synthesize it. The reactants are: [CH3:1][C:2]1[O:6][N:5]=[C:4]([C:7]([O-:9])=O)[C:3]=1[C:10]([O:12][C:13]([CH3:16])([CH3:15])[CH3:14])=[O:11].C1N=CN(C(N2C=NC=C2)=O)C=1.[C:29](=[N:32][OH:33])([NH2:31])[CH3:30].